From a dataset of Reaction yield outcomes from USPTO patents with 853,638 reactions. Predict the reaction yield, written as a fraction of the theoretical maximum amount of product (1.0 means a 100% yield; for example, 0.34 means a 34% yield). (1) The reactants are O[C:2]1[N:7]=[C:6]([C:8]([OH:10])=O)[CH:5]=[CH:4][CH:3]=1.Br[CH2:12][C:13]1[CH:18]=[CH:17][CH:16]=[CH:15][CH:14]=1.[C:19]([O-:22])([O-])=O.[Cs+].[Cs+].[OH2:25]. The catalyst is CN(C=O)C. The product is [CH2:12]([O:25][C:8]([C:6]1[CH:5]=[CH:4][CH:3]=[C:2]([O:22][CH2:19][C:13]2[CH:18]=[CH:17][CH:16]=[CH:15][CH:14]=2)[N:7]=1)=[O:10])[C:13]1[CH:18]=[CH:17][CH:16]=[CH:15][CH:14]=1. The yield is 0.530. (2) The reactants are [Cl:1][C:2]1[N:7]=[C:6]2[N:8]([Si:11]([CH:18]([CH3:20])[CH3:19])([CH:15]([CH3:17])[CH3:16])[CH:12]([CH3:14])[CH3:13])[CH:9]=[CH:10][C:5]2=[CH:4][CH:3]=1.[Li]C(CC)C.[O:26]=[C:27]1[CH2:32][CH2:31][N:30]([C:33]([O:35][C:36]([CH3:39])([CH3:38])[CH3:37])=[O:34])[CH2:29][CH2:28]1. The catalyst is C1COCC1. The product is [Cl:1][C:2]1[N:7]=[C:6]2[N:8]([Si:11]([CH:15]([CH3:17])[CH3:16])([CH:18]([CH3:20])[CH3:19])[CH:12]([CH3:13])[CH3:14])[CH:9]=[CH:10][C:5]2=[C:4]([C:27]2([OH:26])[CH2:28][CH2:29][N:30]([C:33]([O:35][C:36]([CH3:38])([CH3:37])[CH3:39])=[O:34])[CH2:31][CH2:32]2)[CH:3]=1. The yield is 0.480. (3) The reactants are [CH:1]([C:4]1[CH:5]=[C:6]([OH:12])[CH:7]=[CH:8][C:9]=1[O:10][CH3:11])([CH3:3])[CH3:2].C([O-])([O-])=O.[K+].[K+].[Cl:19][C:20]1[CH:21]=[C:22]([CH:25]=[C:26]([Cl:29])[C:27]=1I)[CH:23]=[O:24]. The catalyst is CN(C=O)C.C(OCC)(=O)C. The product is [CH:1]([C:4]1[CH:5]=[C:6]([CH:7]=[CH:8][C:9]=1[O:10][CH3:11])[O:12][C:27]1[C:20]([Cl:19])=[CH:21][C:22]([CH:23]=[O:24])=[CH:25][C:26]=1[Cl:29])([CH3:3])[CH3:2]. The yield is 0.300. (4) The reactants are [OH:1][CH:2]([CH2:13][N:14]([CH3:22])[C:15](=[O:21])[O:16][C:17]([CH3:20])([CH3:19])[CH3:18])[CH2:3][N:4]([CH3:12])[C:5](=[O:11])[O:6][C:7]([CH3:10])([CH3:9])[CH3:8].[N+:23]([C:26]1[CH:31]=[C:30]([F:32])[CH:29]=[C:28](F)[CH:27]=1)([O-:25])=[O:24].[H-].[Na+].O. The catalyst is CN(C=O)C.CCOC(C)=O.[NH4+].[Cl-]. The product is [F:32][C:30]1[CH:29]=[C:28]([CH:27]=[C:26]([N+:23]([O-:25])=[O:24])[CH:31]=1)[O:1][CH:2]([CH2:13][N:14]([CH3:22])[C:15](=[O:21])[O:16][C:17]([CH3:20])([CH3:19])[CH3:18])[CH2:3][N:4]([CH3:12])[C:5](=[O:11])[O:6][C:7]([CH3:10])([CH3:9])[CH3:8]. The yield is 0.450.